This data is from Forward reaction prediction with 1.9M reactions from USPTO patents (1976-2016). The task is: Predict the product of the given reaction. (1) Given the reactants [C:1]([NH:8][C@H:9]([C:14]([OH:16])=[O:15])[CH2:10][CH:11]([CH3:13])[CH3:12])([O:3][C:4]([CH3:7])(C)C)=[O:2].[CH3:17][N:18]([O:27][CH3:28])[C:19](=[O:26])[C@H:20]([CH2:22][CH:23]([CH3:25])[CH3:24])[NH2:21].FC(F)(F)C(O)=O, predict the reaction product. The product is: [CH3:13][CH:11]([CH2:10][C@H:9]([NH:8][C:1]([O:3][CH2:4][C:7]1[CH:24]=[CH:23][CH:22]=[CH:20][CH:19]=1)=[O:2])[C:14]([OH:16])=[O:15])[CH3:12].[NH2:8][C@H:9]([C:14]([OH:16])=[O:15])[CH2:10][CH:11]([CH3:13])[CH3:12].[CH3:17][N:18]([O:27][CH3:28])[C:19](=[O:26])[C@H:20]([CH2:22][CH:23]([CH3:25])[CH3:24])[NH2:21]. (2) Given the reactants [NH2:1][C:2]1[CH:3]=[C:4]([C:9]([F:12])([F:11])[F:10])[CH:5]=[C:6](Br)[CH:7]=1.CC1C=CC=CC=1P(C1C=CC=CC=1C)C1C=CC=CC=1C.C(N(CC)CC)C.[CH:42]([N:44]1[C:48](=[O:49])[C:47]2=[CH:50][CH:51]=[CH:52][CH:53]=[C:46]2[C:45]1=[O:54])=[CH2:43], predict the reaction product. The product is: [NH2:1][C:2]1[CH:7]=[C:6](/[CH:43]=[CH:42]/[N:44]2[C:45](=[O:54])[C:46]3[C:47](=[CH:50][CH:51]=[CH:52][CH:53]=3)[C:48]2=[O:49])[CH:5]=[C:4]([C:9]([F:12])([F:11])[F:10])[CH:3]=1. (3) Given the reactants Br[C:2]1[CH:17]=[CH:16][C:5]2[N:6]([CH2:12][CH:13]3[CH2:15][CH2:14]3)[S:7](=[O:11])(=[O:10])[N:8]([CH3:9])[C:4]=2[CH:3]=1.CC1(C)C(C)(C)OB([C:26]2[CH:33]=[CH:32][CH:31]=[CH:30][C:27]=2[C:28]#[N:29])O1.C(=O)([O-])[O-].[Cs+].[Cs+].O1CCOCC1, predict the reaction product. The product is: [CH:13]1([CH2:12][N:6]2[C:5]3[CH:16]=[CH:17][C:2]([C:26]4[CH:33]=[CH:32][CH:31]=[CH:30][C:27]=4[C:28]#[N:29])=[CH:3][C:4]=3[N:8]([CH3:9])[S:7]2(=[O:11])=[O:10])[CH2:15][CH2:14]1. (4) The product is: [Cl:1][C:2]1[CH:7]=[C:6]([NH:8][C:9]2[CH:14]=[CH:13][C:12]([Cl:15])=[CH:11][C:10]=2[CH3:16])[CH:5]=[CH:4][C:3]=1[C:17]([C:19]1[CH:24]=[C:23]([CH:22]=[CH:21][C:20]=1[F:26])[O:25][CH2:28][C:29]([NH:31][CH3:32])=[O:30])=[O:18]. Given the reactants [Cl:1][C:2]1[CH:7]=[C:6]([NH:8][C:9]2[CH:14]=[CH:13][C:12]([Cl:15])=[CH:11][C:10]=2[CH3:16])[CH:5]=[CH:4][C:3]=1[C:17]([C:19]1[CH:24]=[C:23]([OH:25])[CH:22]=[CH:21][C:20]=1[F:26])=[O:18].Cl[CH2:28][C:29]([NH:31][CH3:32])=[O:30].C([O-])([O-])=O.[K+].[K+], predict the reaction product. (5) Given the reactants [Na].[BH4-].[Cl:3][CH2:4][C:5](O)=O.C1C=CC=CC=1.[CH3:14][O:15][C:16]([C:18]1[CH:19]=[C:20]([CH3:41])[C:21]2[O:27][C:26]3[C:28]([Cl:37])=[CH:29][C:30]([NH:32][CH2:33][CH2:34][CH2:35][Cl:36])=[CH:31][C:25]=3[CH2:24][S:23](=[O:39])(=[O:38])[C:22]=2[CH:40]=1)=[O:17], predict the reaction product. The product is: [CH3:14][O:15][C:16]([C:18]1[CH:19]=[C:20]([CH3:41])[C:21]2[O:27][C:26]3[C:28]([Cl:37])=[CH:29][C:30]([N:32]([CH2:5][CH2:4][Cl:3])[CH2:33][CH2:34][CH2:35][Cl:36])=[CH:31][C:25]=3[CH2:24][S:23](=[O:38])(=[O:39])[C:22]=2[CH:40]=1)=[O:17]. (6) Given the reactants [Br:1][C:2]1[CH:7]=[C:6]([C:8]([F:17])([C:13]([F:16])([F:15])[F:14])[C:9]([F:12])([F:11])[F:10])[CH:5]=[C:4]([Cl:18])[C:3]=1[NH:19][C:20](=[O:31])[C:21]1[CH:26]=[CH:25][CH:24]=[C:23]([N+:27]([O-:29])=[O:28])[C:22]=1F.[C:32](=O)([O-])[O-:33].[K+].[K+], predict the reaction product. The product is: [Br:1][C:2]1[CH:7]=[C:6]([C:8]([F:17])([C:13]([F:15])([F:14])[F:16])[C:9]([F:10])([F:12])[F:11])[CH:5]=[C:4]([Cl:18])[C:3]=1[NH:19][C:20](=[O:31])[C:21]1[CH:26]=[CH:25][CH:24]=[C:23]([N+:27]([O-:29])=[O:28])[C:22]=1[O:33][CH3:32]. (7) Given the reactants [CH3:1][C:2]1[CH2:7][CH2:6][N:5]([C:8]2[N:9]=[N:10][N:11]([CH3:13])[N:12]=2)[CH2:4][C:3]=1[C:14]1[CH:20]=[CH:19][C:17]([NH2:18])=[CH:16][CH:15]=1.[CH3:21][C:22]1[N:30]=[CH:29][CH:28]=[CH:27][C:23]=1[C:24](O)=[O:25].C(Cl)CCl, predict the reaction product. The product is: [CH3:21][C:22]1[N:30]=[CH:29][CH:28]=[CH:27][C:23]=1[C:24]([NH:18][C:17]1[CH:16]=[CH:15][C:14]([C:3]2[CH2:4][N:5]([C:8]3[N:9]=[N:10][N:11]([CH3:13])[N:12]=3)[CH2:6][CH2:7][C:2]=2[CH3:1])=[CH:20][CH:19]=1)=[O:25]. (8) Given the reactants Cl[C:2]1C=CC(C2C=C3C(C(C4C(F)=C(NS(CCC)(=O)=O)C=CC=4F)=O)=CNC3=NC=2)=CC=1.[OH-].[K+].[C:36]([O:40][C:41]([NH:43][CH:44]([CH:50]([CH3:52])[CH3:51])[C:45]([O:47]CCl)=[O:46])=[O:42])([CH3:39])([CH3:38])[CH3:37], predict the reaction product. The product is: [C+4:2].[C:36]([O:40][C:41]([NH:43][CH:44]([CH:50]([CH3:52])[CH3:51])[C:45]([O-:47])=[O:46])=[O:42])([CH3:39])([CH3:38])[CH3:37].[C:36]([O:40][C:41]([NH:43][CH:44]([CH:50]([CH3:52])[CH3:51])[C:45]([O-:47])=[O:46])=[O:42])([CH3:39])([CH3:38])[CH3:37].[C:36]([O:40][C:41]([NH:43][CH:44]([CH:50]([CH3:52])[CH3:51])[C:45]([O-:47])=[O:46])=[O:42])([CH3:39])([CH3:38])[CH3:37].[C:36]([O:40][C:41]([NH:43][CH:44]([CH:50]([CH3:52])[CH3:51])[C:45]([O-:47])=[O:46])=[O:42])([CH3:39])([CH3:38])[CH3:37]. (9) Given the reactants [CH:1]12[CH2:7][CH:4]([CH2:5][CH2:6]1)[CH2:3][CH:2]2[NH:8][C:9]1[CH:18]=[N:17][C:16]2[C:11](=[CH:12][C:13]([O:21][CH3:22])=[C:14]([O:19][CH3:20])[CH:15]=2)[N:10]=1.[C@]12(CS(O)(=O)=O)C(C)(C)C(CC1)CC2=O, predict the reaction product. The product is: [C@H:1]12[CH2:7][C@H:4]([CH2:5][CH2:6]1)[CH2:3][C@H:2]2[NH:8][C:9]1[CH:18]=[N:17][C:16]2[C:11](=[CH:12][C:13]([O:21][CH3:22])=[C:14]([O:19][CH3:20])[CH:15]=2)[N:10]=1. (10) Given the reactants Cl.[Na+].[C:3]1([CH3:12])[CH:8]=[CH:7][C:6]([S:9]([O-:11])=[O:10])=[CH:5][CH:4]=1, predict the reaction product. The product is: [C:3]1([CH3:12])[CH:8]=[CH:7][C:6]([S:9]([OH:11])=[O:10])=[CH:5][CH:4]=1.